This data is from Forward reaction prediction with 1.9M reactions from USPTO patents (1976-2016). The task is: Predict the product of the given reaction. (1) Given the reactants [N:1]([CH2:4][CH2:5][CH3:6])=[C:2]=[O:3].[OH:7][C@H:8]1[CH2:27][N:11]2[C:12](=[O:26])[N:13]([C:15]3[CH:20]=[CH:19][C:18]([O:21][C:22]([F:25])([F:24])[F:23])=[CH:17][CH:16]=3)[CH2:14][C@@H:10]2[CH2:9]1.O, predict the reaction product. The product is: [O:26]=[C:12]1[N:11]2[CH2:27][C@H:8]([O:7][C:2](=[O:3])[NH:1][CH2:4][CH2:5][CH3:6])[CH2:9][C@H:10]2[CH2:14][N:13]1[C:15]1[CH:20]=[CH:19][C:18]([O:21][C:22]([F:25])([F:23])[F:24])=[CH:17][CH:16]=1. (2) The product is: [Cl:10][C:6]1[C:7]([C:8]#[N:9])=[C:2]([N:24]2[CH2:25][CH2:26][N:21]([C:15]3[CH:20]=[CH:19][CH:18]=[CH:17][CH:16]=3)[CH2:22][CH2:23]2)[N:3]=[C:4]([NH:11][CH2:12][CH2:13][OH:14])[N:5]=1. Given the reactants Cl[C:2]1[C:7]([C:8]#[N:9])=[C:6]([Cl:10])[N:5]=[C:4]([NH:11][CH2:12][CH2:13][OH:14])[N:3]=1.[C:15]1([N:21]2[CH2:26][CH2:25][NH:24][CH2:23][CH2:22]2)[CH:20]=[CH:19][CH:18]=[CH:17][CH:16]=1.C(N(C(C)C)C(C)C)C, predict the reaction product.